Dataset: Full USPTO retrosynthesis dataset with 1.9M reactions from patents (1976-2016). Task: Predict the reactants needed to synthesize the given product. (1) Given the product [Br:15][C:16]1[C:25]2[C:20](=[CH:21][CH:22]=[CH:23][CH:24]=2)[C:19]([C:26]([NH:10][S:7]([C:2]2[CH:3]=[CH:4][CH:5]=[CH:6][C:1]=2[S:11](=[O:13])(=[O:12])[NH2:14])(=[O:9])=[O:8])=[O:27])=[CH:18][CH:17]=1, predict the reactants needed to synthesize it. The reactants are: [C:1]1([S:11]([NH2:14])(=[O:13])=[O:12])[C:2]([S:7]([NH2:10])(=[O:9])=[O:8])=[CH:3][CH:4]=[CH:5][CH:6]=1.[Br:15][C:16]1[C:25]2[C:20](=[CH:21][CH:22]=[CH:23][CH:24]=2)[C:19]([C:26](O)=[O:27])=[CH:18][CH:17]=1.Cl.C(N=C=NCCCN(C)C)C.O. (2) Given the product [CH2:20]([O:27][C:28]1[C:29]([CH2:30][C:16]#[N:17])=[CH:32][CH:33]=[CH:34][N:35]=1)[C:21]1[CH:26]=[CH:25][CH:24]=[CH:23][CH:22]=1, predict the reactants needed to synthesize it. The reactants are: CC(C)([O-])C.[K+].C1(C)C(S([CH2:16][N+:17]#[C-])(=O)=O)=CC=CC=1.[CH2:20]([O:27][C:28]1[N:35]=[CH:34][CH:33]=[CH:32][C:29]=1[CH:30]=O)[C:21]1[CH:26]=[CH:25][CH:24]=[CH:23][CH:22]=1.CO. (3) Given the product [NH2:1][C@H:2]([C:8]([OH:10])=[O:9])[CH2:3][CH2:4][C:5](=[O:7])[NH2:6].[NH2:1][C@H:2]([C:8]([O-:10])=[O:9])[CH2:3][CH2:4][C:5]([O-:13])=[O:7], predict the reactants needed to synthesize it. The reactants are: [NH2:1][C@H:2]([C:8]([OH:10])=[O:9])[CH2:3][CH2:4][C:5](=[O:7])[NH2:6].NC(N)=[O:13]. (4) Given the product [Cl:6][C:7]1[C:12]([O:5][CH2:4][CH:1]2[CH2:3][CH2:2]2)=[CH:11][C:10]([NH:14][C:15](=[O:21])[O:16][C:17]([CH3:18])([CH3:19])[CH3:20])=[C:9]([CH:22]=[O:23])[CH:8]=1, predict the reactants needed to synthesize it. The reactants are: [CH:1]1([CH2:4][OH:5])[CH2:3][CH2:2]1.[Cl:6][C:7]1[C:12](O)=[CH:11][C:10]([NH:14][C:15](=[O:21])[O:16][C:17]([CH3:20])([CH3:19])[CH3:18])=[C:9]([CH:22]=[O:23])[CH:8]=1.C1(P(C2C=CC=CC=2)C2C=CC=CC=2)C=CC=CC=1.CC(OC(/N=N/C(OC(C)C)=O)=O)C. (5) Given the product [CH3:25][O:26][C:23]1[CH:22]=[CH:21][C:20]([O:24][C:2]2[CH:16]=[CH:15][C:5]3[C:6](=[O:14])[NH:7][C:8]4[C:13]([C:4]=3[CH:3]=2)=[CH:12][CH:11]=[CH:10][N:9]=4)=[CH:19][CH:18]=1, predict the reactants needed to synthesize it. The reactants are: F[C:2]1[CH:16]=[CH:15][C:5]2[C:6](=[O:14])[NH:7][C:8]3[C:13]([C:4]=2[CH:3]=1)=[CH:12][CH:11]=[CH:10][N:9]=3.Cl[C:18]1[CH:19]=[C:20]([OH:24])[CH:21]=[CH:22][CH:23]=1.[C:25](=O)([O-])[O-:26].[K+].[K+]. (6) Given the product [F:1][C:2]([F:16])([F:15])[C:32]([OH:33])=[O:35].[OH:31][C:28]([CH3:30])([CH3:29])[CH2:27][NH:26][S:23]([C:21]1[S:22][C:18]([C:10]2[CH:9]=[CH:8][N:7]=[C:6]3[NH:14][C:3]([C:2]([F:16])([F:15])[F:1])=[CH:4][C:5]=23)=[CH:19][CH:20]=1)(=[O:25])=[O:24], predict the reactants needed to synthesize it. The reactants are: [F:1][C:2]([F:16])([F:15])[C:3]1[NH:14][C:6]2=[N:7][CH:8]=[CH:9][C:10](B(O)O)=[C:5]2[CH:4]=1.Br[C:18]1[S:22][C:21]([S:23]([NH:26][CH2:27][C:28]([OH:31])([CH3:30])[CH3:29])(=[O:25])=[O:24])=[CH:20][CH:19]=1.[C:32](=[O:35])(O)[O-:33].[Na+]. (7) Given the product [CH3:7][O:8][C:9]1[CH:32]=[C:31]([O:33][CH3:34])[CH:30]=[CH:29][C:10]=1[CH2:11][N:12]1[C:13](=[O:17])[CH:14]([CH3:15])[N:20]2[CH2:21][C:22]3[CH:23]=[CH:24][CH:25]=[CH:26][C:27]=3[CH2:28][C@@H:19]2[CH2:18]1, predict the reactants needed to synthesize it. The reactants are: C(=O)([O-])[O-].[Cs+].[Cs+].[CH3:7][O:8][C:9]1[CH:32]=[C:31]([O:33][CH3:34])[CH:30]=[CH:29][C:10]=1[CH2:11][N:12]([CH2:18][C@H:19]1[CH2:28][C:27]2[C:22](=[CH:23][CH:24]=[CH:25][CH:26]=2)[CH2:21][NH:20]1)[C:13](=[O:17])[CH:14](Cl)[CH3:15].CCOC(C)=O.CO. (8) The reactants are: [C:1]1(=[O:11])[NH:5][C:4](=[O:6])[C:3]2=[CH:7][CH:8]=[CH:9][CH:10]=[C:2]12.[K].Br[CH2:14][CH2:15][CH:16]=[C:17]([CH3:19])[CH3:18].O. Given the product [CH3:18][C:17]([CH3:19])=[CH:16][CH2:15][CH2:14][N:5]1[C:1](=[O:11])[C:2]2=[CH:10][CH:9]=[CH:8][CH:7]=[C:3]2[C:4]1=[O:6], predict the reactants needed to synthesize it. (9) Given the product [F:49][C:48]1[CH:47]=[CH:46][C:37]([CH2:38][NH:39][C:40](=[O:45])[C:41]([F:44])([F:43])[F:42])=[CH:36][C:35]=1[CH:32]1[CH2:31][CH2:30][N:29]([C:27]([C:16]2[C:15]3[C:19](=[CH:20][CH:21]=[CH:22][C:14]=3[NH:13][C:10]([C:8]3[C:9]4[O:1][CH2:2][CH2:3][C:4]=4[CH:5]=[CH:6][CH:7]=3)=[O:12])[N:18]([CH2:23][CH2:24][O:25][CH3:26])[CH:17]=2)=[O:28])[CH2:34][CH2:33]1, predict the reactants needed to synthesize it. The reactants are: [O:1]1[C:9]2[C:4](=[CH:5][CH:6]=[CH:7][C:8]=2[C:10]([OH:12])=O)[CH2:3][CH2:2]1.[NH2:13][C:14]1[CH:22]=[CH:21][CH:20]=[C:19]2[C:15]=1[C:16]([C:27]([N:29]1[CH2:34][CH2:33][CH:32]([C:35]3[CH:36]=[C:37]([CH:46]=[CH:47][C:48]=3[F:49])[CH2:38][NH:39][C:40](=[O:45])[C:41]([F:44])([F:43])[F:42])[CH2:31][CH2:30]1)=[O:28])=[CH:17][N:18]2[CH2:23][CH2:24][O:25][CH3:26].